Dataset: Catalyst prediction with 721,799 reactions and 888 catalyst types from USPTO. Task: Predict which catalyst facilitates the given reaction. (1) Reactant: C1C=CC2C(C3C=CC(O)=CC=3)(C3C=CC(O)=CC=3)OC(=[O:8])C=2C=1.[P:25]([O-:29])([O-:28])([OH:27])=[O:26].[K+].[K+].P([O-])([O-])([O-])=O.[Na+:37].[Na+].[Na+].O=P12OP3(OP(OP(O3)(O1)=O)(=O)O2)=O. Product: [P:25]([OH:29])([O-:28])([O-:27])=[O:26].[Na+:37].[Na+:37].[OH-:8].[Na+:37]. The catalyst class is: 6. (2) Reactant: [CH:1]1([NH:4][C:5]([C:7]2[CH:8]=[CH:9][C:10]([CH3:26])=[C:11]([NH:13][C:14]([C:16]3[CH:24]=[C:23]4[C:19]([CH:20]=[CH:21][N:22]4[CH3:25])=[CH:18][CH:17]=3)=[O:15])[CH:12]=2)=[O:6])[CH2:3][CH2:2]1.ClS([N:31]=[C:32]=O)(=O)=O.CN(C=O)C. Product: [C:32]([C:20]1[C:19]2[C:23](=[CH:24][C:16]([C:14]([NH:13][C:11]3[CH:12]=[C:7]([C:5](=[O:6])[NH:4][CH:1]4[CH2:2][CH2:3]4)[CH:8]=[CH:9][C:10]=3[CH3:26])=[O:15])=[CH:17][CH:18]=2)[N:22]([CH3:25])[CH:21]=1)#[N:31]. The catalyst class is: 10. (3) Reactant: C=O.[C:3](O)(=O)C.[Cl:7][C:8]1[CH:9]=[C:10]([CH3:22])[C:11]2[CH2:12][NH:13][CH2:14][CH:15]([CH:19]3[CH2:21][CH2:20]3)[O:16][C:17]=2[N:18]=1.C([BH3-])#N.[Na+]. Product: [Cl:7][C:8]1[CH:9]=[C:10]([CH3:22])[C:11]2[CH2:12][N:13]([CH3:3])[CH2:14][CH:15]([CH:19]3[CH2:21][CH2:20]3)[O:16][C:17]=2[N:18]=1. The catalyst class is: 5. (4) Reactant: [NH2:1][C:2]1[N:10]=[C:9]([O:11][CH2:12][CH2:13][CH2:14][CH3:15])[N:8]=[C:7]2[C:3]=1[NH:4][C:5](=[O:36])[N:6]2[CH2:16][CH2:17][CH2:18][CH2:19][NH:20][S:21]([C:24]1[CH:29]=[CH:28][C:27]([CH2:30][CH2:31][C:32]([O:34]C)=[O:33])=[CH:26][CH:25]=1)(=[O:23])=[O:22].[OH-].[Li+].O1CCCC1.O. Product: [NH2:1][C:2]1[N:10]=[C:9]([O:11][CH2:12][CH2:13][CH2:14][CH3:15])[N:8]=[C:7]2[C:3]=1[NH:4][C:5](=[O:36])[N:6]2[CH2:16][CH2:17][CH2:18][CH2:19][NH:20][S:21]([C:24]1[CH:25]=[CH:26][C:27]([CH2:30][CH2:31][C:32]([OH:34])=[O:33])=[CH:28][CH:29]=1)(=[O:22])=[O:23]. The catalyst class is: 15. (5) Reactant: [H-].[Na+].[SH:3][C:4]1[S:5][C:6]2[CH:12]=[C:11]([C:13]#[N:14])[CH:10]=[CH:9][C:7]=2[N:8]=1.I[CH3:16].O. Product: [CH3:16][S:3][C:4]1[S:5][C:6]2[CH:12]=[C:11]([C:13]#[N:14])[CH:10]=[CH:9][C:7]=2[N:8]=1. The catalyst class is: 3. (6) Reactant: [CH:1]1[C:10]2[C:5](=[CH:6][CH:7]=[CH:8][CH:9]=2)[CH:4]=[CH:3][C:2]=1[OH:11].C([O-])([O-])=O.[K+].[K+].Br[CH2:19][CH2:20][CH2:21][Cl:22]. Product: [CH:1]1[C:10]2[C:5](=[CH:6][CH:7]=[CH:8][CH:9]=2)[CH:4]=[CH:3][C:2]=1[O:11][CH2:19][CH2:20][CH2:21][Cl:22]. The catalyst class is: 21.